Dataset: Full USPTO retrosynthesis dataset with 1.9M reactions from patents (1976-2016). Task: Predict the reactants needed to synthesize the given product. (1) Given the product [OH:20][C@H:13]([C:14]1[CH:15]=[CH:16][CH:17]=[CH:18][CH:19]=1)[C@@H:12]1[NH:8][C@H:9]([CH2:21][C:22]2[CH:30]=[CH:29][C:25]([C:26]([NH:43][CH2:42][C:40]3[NH:39][N:38]=[C:37]([C:31]4[CH:32]=[CH:33][CH:34]=[CH:35][CH:36]=4)[N:41]=3)=[O:27])=[CH:24][CH:23]=2)[CH2:10][CH2:11]1, predict the reactants needed to synthesize it. The reactants are: C(OC([N:8]1[C@@H:12]([C@H:13]([OH:20])[C:14]2[CH:19]=[CH:18][CH:17]=[CH:16][CH:15]=2)[CH2:11][CH2:10][C@H:9]1[CH2:21][C:22]1[CH:30]=[CH:29][C:25]([C:26](O)=[O:27])=[CH:24][CH:23]=1)=O)(C)(C)C.[C:31]1([C:37]2[N:41]=[C:40]([CH2:42][NH2:43])[NH:39][N:38]=2)[CH:36]=[CH:35][CH:34]=[CH:33][CH:32]=1.ON1C2C=CC=CC=2N=N1.CN(C)CCCN=C=NCC.C(N(CC)C(C)C)(C)C. (2) Given the product [CH:1]1[C:2]2[C:16](=[O:17])[C:15]3[C:14]([OH:18])=[C:13]([O:19][C@@H:20]4[O:25][C@H:24]([CH2:26][OH:27])[C@@H:23]([OH:28])[C@H:22]([OH:29])[C@H:21]4[OH:30])[C:12]([OH:31])=[CH:11][C:10]=3[O:9][C:3]=2[CH:4]=[C:5]([OH:8])[C:6]=1[OH:7].[CH3:34][O:35][C:36]1[CH:37]=[CH:38][C:39]2[CH:40]=[C:41]3[N+:50](=[CH:51][C:52]=2[C:53]=1[O:54][CH3:55])[CH2:49][CH2:48][C:47]1[CH:46]=[C:45]2[O:56][CH2:57][O:58][C:44]2=[CH:43][C:42]3=1, predict the reactants needed to synthesize it. The reactants are: [CH:1]1[C:2]2[C:16](=[O:17])[C:15]3[C:14]([OH:18])=[C:13]([O:19][C@@H:20]4[O:25][C@H:24]([CH2:26][OH:27])[C@@H:23]([OH:28])[C@H:22]([OH:29])[C@H:21]4[OH:30])[C:12]([OH:31])=[CH:11][C:10]=3[O:9][C:3]=2[CH:4]=[C:5]([OH:8])[C:6]=1[OH:7].[Na].[K].[CH3:34][O:35][C:36]1[CH:37]=[CH:38][C:39]2[CH:40]=[C:41]3[N+:50](=[CH:51][C:52]=2[C:53]=1[O:54][CH3:55])[CH2:49][CH2:48][C:47]1[CH:46]=[C:45]2[O:56][CH2:57][O:58][C:44]2=[CH:43][C:42]3=1. (3) The reactants are: [CH3:1][O:2][C:3]1[CH:4]=[C:5]2[C:10](=[CH:11][CH:12]=1)[N:9]=[CH:8][C:7]([C:13]#[N:14])=[C:6]2[CH:15]=[CH2:16].[CH2:17]1[CH:24]2[NH:25][CH:19]([CH2:20][C:21]([CH2:23]2)=[O:22])[CH2:18]1.Cl.CN(C)C(=N)N(C)C. Given the product [CH3:1][O:2][C:3]1[CH:4]=[C:5]2[C:10](=[CH:11][CH:12]=1)[N:9]=[CH:8][C:7]([C:13]#[N:14])=[C:6]2[CH2:15][CH2:16][N:25]1[CH:19]2[CH2:18][CH2:17][CH:24]1[CH2:23][C:21](=[O:22])[CH2:20]2, predict the reactants needed to synthesize it. (4) Given the product [OH:10][C:9]1[C:8]([Cl:7])=[C:14]([CH3:15])[N:5]=[CH:4][N:6]=1, predict the reactants needed to synthesize it. The reactants are: CO[Na].[CH:4](=[NH:6])[NH2:5].[Cl:7][CH:8]([C:14](=O)[CH3:15])[C:9](OCC)=[O:10]. (5) Given the product [NH2:1][C:4]1[CH:9]=[CH:8][C:7]([CH:10]([OH:18])[CH2:11][N:12]2[CH2:17][CH2:16][CH2:15][CH2:14][CH2:13]2)=[CH:6][CH:5]=1, predict the reactants needed to synthesize it. The reactants are: [N+:1]([C:4]1[CH:9]=[CH:8][C:7]([CH:10]([OH:18])[CH2:11][N:12]2[CH2:17][CH2:16][CH2:15][CH2:14][CH2:13]2)=[CH:6][CH:5]=1)([O-])=O. (6) The reactants are: [Cl:1][C:2]1[CH:25]=[C:24]([Cl:26])[CH:23]=[CH:22][C:3]=1[CH2:4][N:5]1[C:14](=[O:15])[C:13]2[C:8](=[CH:9][C:10]([C:16]([O:18]C)=[O:17])=[CH:11][CH:12]=2)[N:7]([CH3:20])[C:6]1=[O:21].[OH-].[Na+].Cl. Given the product [C:16]([C:10]1[CH:9]=[C:8]2[C:13]([C:14](=[O:15])[N:5]([CH2:4][C:3]3[CH:22]=[CH:23][C:24]([Cl:26])=[CH:25][C:2]=3[Cl:1])[C:6](=[O:21])[N:7]2[CH3:20])=[CH:12][CH:11]=1)([OH:18])=[O:17], predict the reactants needed to synthesize it. (7) Given the product [F:3][C:4]([F:13])([F:14])[C:5]1[CH:12]=[CH:11][C:8]([C:9]2([NH2:10])[CH2:16][CH2:15]2)=[CH:7][CH:6]=1, predict the reactants needed to synthesize it. The reactants are: N#N.[F:3][C:4]([F:14])([F:13])[C:5]1[CH:12]=[CH:11][C:8]([C:9]#[N:10])=[CH:7][CH:6]=1.[CH2:15]([Mg]Br)[CH3:16].Cl.[OH-].[Na+]. (8) Given the product [Cl:29][C:26]1[N:27]=[CH:28][C:23]([C:13]2[N:9]3[N:10]=[CH:11][CH:12]=[C:7]([N:4]4[CH2:3][CH2:2][O:1][CH2:6][CH2:5]4)[C:8]3=[N:15][C:14]=2[CH2:16][C:17]([O:19][CH2:20][CH3:21])=[O:18])=[CH:24][CH:25]=1, predict the reactants needed to synthesize it. The reactants are: [O:1]1[CH2:6][CH2:5][N:4]([C:7]2[C:8]3[N:9]([CH:13]=[C:14]([CH2:16][C:17]([O:19][CH2:20][CH3:21])=[O:18])[N:15]=3)[N:10]=[CH:11][CH:12]=2)[CH2:3][CH2:2]1.Br[C:23]1[CH:24]=[CH:25][C:26]([Cl:29])=[N:27][CH:28]=1.C1C=CC(P(C2C=CC=CC=2)C2C=CC=CC=2)=CC=1.CC([O-])=O.[K+].